From a dataset of Reaction yield outcomes from USPTO patents with 853,638 reactions. Predict the reaction yield, written as a fraction of the theoretical maximum amount of product (1.0 means a 100% yield; for example, 0.34 means a 34% yield). (1) The reactants are [NH2:1][C:2]1[C:7]([C:8]([C:10]2[CH:11]=[N:12][C:13](F)=[CH:14][CH:15]=2)=[O:9])=[CH:6][C:5](Br)=[CH:4][N:3]=1.[CH2:18]([NH2:22])[CH:19]([CH3:21])[CH3:20].[CH3:23][O:24][C:25]1[CH:26]=[C:27](B(O)O)[CH:28]=[CH:29][C:30]=1[O:31][CH3:32].C(=O)([O-])[O-].[Na+].[Na+]. The catalyst is C(O)C.[Pd+2].O.C(#N)C.C(N(CC)CC)C. The product is [NH2:1][C:2]1[C:7]([C:8]([C:10]2[CH:11]=[N:12][C:13]([NH:22][CH2:18][CH:19]([CH3:21])[CH3:20])=[CH:14][CH:15]=2)=[O:9])=[CH:6][C:5]([C:28]2[CH:27]=[CH:26][C:25]([O:24][CH3:23])=[C:30]([O:31][CH3:32])[CH:29]=2)=[CH:4][N:3]=1. The yield is 0.710. (2) The reactants are [CH3:1][O:2][C:3](=[O:29])[C:4]([NH:18]C(OCC1C=CC=CC=1)=O)=[CH:5][C:6]1[CH:7]=[C:8]2[C:12](=[C:13]([CH2:15][CH3:16])[CH:14]=1)[NH:11][N:10]=[C:9]2[CH3:17]. The catalyst is CO.[Pd]. The product is [CH3:1][O:2][C:3](=[O:29])[CH:4]([NH2:18])[CH2:5][C:6]1[CH:7]=[C:8]2[C:12](=[C:13]([CH2:15][CH3:16])[CH:14]=1)[NH:11][N:10]=[C:9]2[CH3:17]. The yield is 0.910. (3) The product is [N:16]([CH:8]1[CH2:9][CH2:10][C:5]2([O:4][CH2:3][CH2:2][O:1]2)[CH2:6][CH2:7]1)=[N+:17]=[N-:18]. The catalyst is CN(C=O)C.[Cl-].[Na+].O. The yield is 1.00. The reactants are [O:1]1[C:5]2([CH2:10][CH2:9][CH:8](OS(C)(=O)=O)[CH2:7][CH2:6]2)[O:4][CH2:3][CH2:2]1.[N-:16]=[N+:17]=[N-:18].[Na+]. (4) The reactants are [BH4-].[Na+].[C:3]([C:11]1[CH:23]=[CH:22][C:14]([C:15]([O:17][C:18]([CH3:21])([CH3:20])[CH3:19])=[O:16])=[CH:13][CH:12]=1)(=[O:10])[C:4]1[CH:9]=[CH:8][CH:7]=[CH:6][CH:5]=1. The catalyst is C(O)C. The product is [OH:10][CH:3]([C:4]1[CH:5]=[CH:6][CH:7]=[CH:8][CH:9]=1)[C:11]1[CH:12]=[CH:13][C:14]([C:15]([O:17][C:18]([CH3:21])([CH3:20])[CH3:19])=[O:16])=[CH:22][CH:23]=1. The yield is 1.00. (5) The reactants are Cl[C:2]1[N:10]=[CH:9][N:8]=[C:7]2[C:3]=1[N:4]=[CH:5][N:6]2[CH:11]1[CH2:16][CH2:15][CH2:14][CH2:13][O:12]1.[F:17][C:18]1[C:23](B2OC(C)(C)C(C)(C)O2)=[CH:22][CH:21]=[CH:20][N:19]=1.N#N.C([O-])([O-])=O.[Cs+].[Cs+]. The catalyst is O1CCOCC1.O.O.C1C=CC(P(C2C=CC=CC=2)[C-]2C=CC=C2)=CC=1.C1C=CC(P(C2C=CC=CC=2)[C-]2C=CC=C2)=CC=1.Cl[Pd]Cl.[Fe+2]. The product is [F:17][C:18]1[C:23]([C:2]2[N:10]=[CH:9][N:8]=[C:7]3[C:3]=2[N:4]=[CH:5][N:6]3[CH:11]2[CH2:16][CH2:15][CH2:14][CH2:13][O:12]2)=[CH:22][CH:21]=[CH:20][N:19]=1. The yield is 0.740. (6) The reactants are [C:1]([C:3]1[CH:4]=[C:5]([NH:9][C:10]2[C:19]3[C:14](=[CH:15][CH:16]=[C:17]([NH2:20])[CH:18]=3)[N:13]=[CH:12][N:11]=2)[CH:6]=[CH:7][CH:8]=1)#[CH:2].[N:21]1[CH:26]=[CH:25]C=C[CH:22]=1.Cl[C:28](OC1C=CC=CC=1)=[O:29].COC(OC)CNC. The catalyst is CN(C=O)C.C(OCC)(=O)C. The product is [C:1]([C:3]1[CH:4]=[C:5]([NH:9][C:10]2[C:19]3[C:14](=[CH:15][CH:16]=[C:17]([N:20]4[CH:25]=[CH:26][N:21]([CH3:22])[C:28]4=[O:29])[CH:18]=3)[N:13]=[CH:12][N:11]=2)[CH:6]=[CH:7][CH:8]=1)#[CH:2]. The yield is 0.830. (7) The reactants are Cl.C(N=C=NCCCN(C)C)C.[CH3:13][C@H:14]([C:27]([OH:29])=[O:28])[C:15]1[CH:16]=[CH:17][C:18]2[CH:19]=[C:20]([O:25][CH3:26])[CH:21]=[CH:22][C:23]=2[CH:24]=1.[N:30]1([CH2:39][CH2:40]O)[C:34]2[CH:35]=[CH:36][CH:37]=[CH:38][C:33]=2[N:32]=[CH:31]1. The catalyst is CN(C)C1C=CN=CC=1. The product is [CH3:26][O:25][C:20]1[CH:19]=[C:18]2[C:23](=[CH:22][CH:21]=1)[CH:24]=[C:15]([CH:14]([CH3:13])[C:27]([O:29][CH2:40][CH2:39][N:30]1[C:34]3[CH:35]=[CH:36][CH:37]=[CH:38][C:33]=3[N:32]=[CH:31]1)=[O:28])[CH:16]=[CH:17]2. The yield is 0.888. (8) The reactants are [CH3:1][O:2][C:3]([C@@H:5]1[CH2:10][CH2:9][CH2:8][N:7]([C:11]([O:13][C:14]([CH3:17])([CH3:16])[CH3:15])=[O:12])[N:6]1[C:18]([O:20][C:21]([CH3:24])([CH3:23])[CH3:22])=[O:19])=[O:4].[CH3:25][Si]([N-][Si](C)(C)C)(C)C.[Li+].IC. The catalyst is O1CCCC1. The product is [CH3:1][O:2][C:3]([C:5]1([CH3:25])[CH2:10][CH2:9][CH2:8][N:7]([C:11]([O:13][C:14]([CH3:17])([CH3:15])[CH3:16])=[O:12])[N:6]1[C:18]([O:20][C:21]([CH3:24])([CH3:23])[CH3:22])=[O:19])=[O:4]. The yield is 0.520. (9) The reactants are [NH2:1][C:2]1[NH:3][C:4](=[O:13])[C:5]2[N:11]=[C:10]([Cl:12])[CH:9]=[CH:8][C:6]=2[N:7]=1.[C:14](OC(=O)C)(=[O:16])[CH3:15]. No catalyst specified. The product is [C:14]([NH:1][C:2]1[NH:3][C:4](=[O:13])[C:5]2[N:11]=[C:10]([Cl:12])[CH:9]=[CH:8][C:6]=2[N:7]=1)(=[O:16])[CH3:15]. The yield is 0.800. (10) The reactants are C(O[C:4](=[O:30])[CH2:5][O:6][C:7]1[C:8]([N+:27]([O-])=O)=[N:9][C:10]([N:13]2[CH2:17][C@@H:16]([NH:18][C:19]([O:21][C:22]([CH3:25])([CH3:24])[CH3:23])=[O:20])[CH2:15][C:14]2=[O:26])=[CH:11][CH:12]=1)C. The catalyst is C(O)(=O)C. The product is [C:22]([O:21][C:19](=[O:20])[NH:18][C@H:16]1[CH2:15][C:14](=[O:26])[N:13]([C:10]2[CH:11]=[CH:12][C:7]3[O:6][CH2:5][C:4](=[O:30])[NH:27][C:8]=3[N:9]=2)[CH2:17]1)([CH3:25])([CH3:23])[CH3:24]. The yield is 0.980.